From a dataset of Full USPTO retrosynthesis dataset with 1.9M reactions from patents (1976-2016). Predict the reactants needed to synthesize the given product. (1) The reactants are: [C:1]([N:8]([CH3:14])[C@H:9]([C:11](O)=[O:12])[CH3:10])([O:3][C:4]([CH3:7])([CH3:6])[CH3:5])=[O:2].C(Cl)CCl.C1C=[N:23]C2N(O)N=NC=2C=1.C(=O)([O-])O.[NH4+]. Given the product [C:4]([O:3][C:1](=[O:2])[N:8]([C@H:9]([C:11](=[O:12])[NH2:23])[CH3:10])[CH3:14])([CH3:7])([CH3:6])[CH3:5], predict the reactants needed to synthesize it. (2) Given the product [CH:18]1[C:19]2[C:24](=[CH:23][CH:22]=[CH:21][CH:20]=2)[CH:25]=[C:16]([C:14]([NH:13][C@@H:4]([CH2:5][C:6]2[CH:11]=[CH:10][C:9]([C:32]3[CH:33]=[CH:34][C:29]([C:28]([F:39])([F:38])[F:27])=[CH:30][CH:31]=3)=[CH:8][CH:7]=2)[C:3]([OH:2])=[O:26])=[O:15])[N:17]=1, predict the reactants needed to synthesize it. The reactants are: C[O:2][C:3](=[O:26])[C@@H:4]([NH:13][C:14]([C:16]1[N:17]=[CH:18][C:19]2[C:24]([CH:25]=1)=[CH:23][CH:22]=[CH:21][CH:20]=2)=[O:15])[CH2:5][C:6]1[CH:11]=[CH:10][C:9](Br)=[CH:8][CH:7]=1.[F:27][C:28]([F:39])([F:38])[C:29]1[CH:34]=[CH:33][C:32](B(O)O)=[CH:31][CH:30]=1.